Dataset: Catalyst prediction with 721,799 reactions and 888 catalyst types from USPTO. Task: Predict which catalyst facilitates the given reaction. (1) Reactant: [C:1]1([CH2:7][CH2:8][CH2:9][CH2:10][CH2:11][CH2:12][CH2:13][CH2:14][S:15][C:16]2[NH:21][C:20](=[O:22])[C:19]([CH2:23][C:24]3[CH:29]=[CH:28][N:27]=[C:26]([O:30]C)[CH:25]=3)=[CH:18][N:17]=2)[CH:6]=[CH:5][CH:4]=[CH:3][CH:2]=1.Cl[Si](C)(C)C.[I-].[Na+]. Product: [C:1]1([CH2:7][CH2:8][CH2:9][CH2:10][CH2:11][CH2:12][CH2:13][CH2:14][S:15][C:16]2[NH:21][C:20](=[O:22])[C:19]([CH2:23][C:24]3[CH:29]=[CH:28][NH:27][C:26](=[O:30])[CH:25]=3)=[CH:18][N:17]=2)[CH:2]=[CH:3][CH:4]=[CH:5][CH:6]=1. The catalyst class is: 10. (2) Reactant: [CH3:1][O:2][C:3]1[CH:26]=[CH:25][C:6]([CH2:7][N:8]2[CH2:14][C:13]3[CH:15]=[C:16]([C:19]([O:21]C)=O)[CH:17]=[CH:18][C:12]=3[N:11]([CH3:23])[C:10](=[O:24])[CH2:9]2)=[CH:5][CH:4]=1.[NH2:27][OH:28].[OH-].[Na+]. Product: [OH:28][NH:27][C:19]([C:16]1[CH:17]=[CH:18][C:12]2[N:11]([CH3:23])[C:10](=[O:24])[CH2:9][N:8]([CH2:7][C:6]3[CH:25]=[CH:26][C:3]([O:2][CH3:1])=[CH:4][CH:5]=3)[CH2:14][C:13]=2[CH:15]=1)=[O:21]. The catalyst class is: 92.